Dataset: Reaction yield outcomes from USPTO patents with 853,638 reactions. Task: Predict the reaction yield, written as a fraction of the theoretical maximum amount of product (1.0 means a 100% yield; for example, 0.34 means a 34% yield). (1) The reactants are [CH3:1][O:2][CH2:3][CH2:4][S:5]([O:8][C:9]1[CH:14]=[CH:13][CH:12]=[C:11]([C:15]2([C:23]3[CH:28]=[CH:27][CH:26]=[C:25]([Br:29])[CH:24]=3)[C:19](=[O:20])[N:18]([CH3:21])[C:17](=S)[NH:16]2)[CH:10]=1)(=[O:7])=[O:6].[NH3:30].C(OO)(C)(C)C. No catalyst specified. The product is [CH3:1][O:2][CH2:3][CH2:4][S:5]([O:8][C:9]1[CH:14]=[CH:13][CH:12]=[C:11]([C:15]2([C:23]3[CH:28]=[CH:27][CH:26]=[C:25]([Br:29])[CH:24]=3)[C:19](=[O:20])[N:18]([CH3:21])[C:17]([NH2:30])=[N:16]2)[CH:10]=1)(=[O:7])=[O:6]. The yield is 0.770. (2) The reactants are C[O:2][C:3](=[O:49])[CH2:4][C:5]([CH3:48])([CH3:47])[CH2:6][CH2:7][N:8]1[CH2:14][CH2:13][CH2:12][C@H:11]([N:15]([CH2:22][C:23]2[CH:28]=[C:27]([C:29]([F:32])([F:31])[F:30])[CH:26]=[C:25]([C:33]([F:36])([F:35])[F:34])[CH:24]=2)[C:16]2[N:17]=[N:18][N:19]([CH3:21])[N:20]=2)[C:10]2[CH:37]=[C:38]([CH3:46])[C:39]([C:42]([F:45])([F:44])[F:43])=[C:40]([CH3:41])[C:9]1=2. The catalyst is [OH-].[Na+].CO. The product is [F:31][C:29]([F:30])([F:32])[C:27]1[CH:28]=[C:23]([CH:24]=[C:25]([C:33]([F:36])([F:35])[F:34])[CH:26]=1)[CH2:22][N:15]([C:16]1[N:17]=[N:18][N:19]([CH3:21])[N:20]=1)[C@H:11]1[CH2:12][CH2:13][CH2:14][N:8]([CH2:7][CH2:6][C:5]([CH3:47])([CH3:48])[CH2:4][C:3]([OH:49])=[O:2])[C:9]2[C:40]([CH3:41])=[C:39]([C:42]([F:43])([F:44])[F:45])[C:38]([CH3:46])=[CH:37][C:10]1=2. The yield is 0.880. (3) The reactants are [CH2:1]([O:3][CH2:4][CH2:5][O:6][C:7]1[CH:12]=[C:11]([CH3:13])[C:10]([C:14]2[CH:19]=[CH:18][CH:17]=[C:16]([CH2:20][NH:21][C:22]3[CH:27]=[CH:26][C:25]([CH2:28][CH2:29][C:30]([O:32]CC)=[O:31])=[C:24]([F:35])[CH:23]=3)[CH:15]=2)=[C:9]([CH3:36])[CH:8]=1)[CH3:2].[OH-].[Na+].O.C(O)(=O)CC(CC(O)=O)(C(O)=O)O. The catalyst is C(O)C.O1CCCC1. The product is [CH2:1]([O:3][CH2:4][CH2:5][O:6][C:7]1[CH:12]=[C:11]([CH3:13])[C:10]([C:14]2[CH:19]=[CH:18][CH:17]=[C:16]([CH2:20][NH:21][C:22]3[CH:27]=[CH:26][C:25]([CH2:28][CH2:29][C:30]([OH:32])=[O:31])=[C:24]([F:35])[CH:23]=3)[CH:15]=2)=[C:9]([CH3:36])[CH:8]=1)[CH3:2]. The yield is 0.990. (4) The reactants are [H-].[Al+3].[Li+].[H-].[H-].[H-].[NH:7]1[C:15]2[C:10](=[CH:11][CH:12]=[C:13]3[CH2:19][CH2:18][CH2:17][CH2:16][C:14]3=2)[C:9](=O)[C:8]1=O.O.[OH-].[Na+]. The catalyst is O1CCCC1. The product is [NH:7]1[C:15]2[C:10](=[CH:11][CH:12]=[C:13]3[CH2:19][CH2:18][CH2:17][CH2:16][C:14]3=2)[CH:9]=[CH:8]1. The yield is 0.620.